From a dataset of Forward reaction prediction with 1.9M reactions from USPTO patents (1976-2016). Predict the product of the given reaction. (1) Given the reactants [C:1]1([C:7]2[CH:8]=[CH:9][C:10]3[O:16][CH2:15][CH2:14][N:13](C(OC(C)(C)C)=O)[CH2:12][C:11]=3[CH:24]=2)[CH:6]=[CH:5][CH:4]=[CH:3][CH:2]=1.C(OCC)(=O)C.[ClH:31], predict the reaction product. The product is: [ClH:31].[C:1]1([C:7]2[CH:8]=[CH:9][C:10]3[O:16][CH2:15][CH2:14][NH:13][CH2:12][C:11]=3[CH:24]=2)[CH:2]=[CH:3][CH:4]=[CH:5][CH:6]=1. (2) Given the reactants [Br:1][C:2]1[CH:35]=[C:34]([F:36])[C:5]([NH:6][C:7]2[C:16]3[C:11](=[CH:12][C:13]([O:19][CH2:20][CH:21]4[CH2:26][CH2:25][N:24](C(OC(C)(C)C)=O)[CH2:23][CH2:22]4)=[C:14]([O:17][CH3:18])[CH:15]=3)[N:10]=[CH:9][N:8]=2)=[C:4]([F:37])[CH:3]=1.C(O)(C(F)(F)F)=O, predict the reaction product. The product is: [Br:1][C:2]1[CH:35]=[C:34]([F:36])[C:5]([NH:6][C:7]2[C:16]3[C:11](=[CH:12][C:13]([O:19][CH2:20][CH:21]4[CH2:26][CH2:25][NH:24][CH2:23][CH2:22]4)=[C:14]([O:17][CH3:18])[CH:15]=3)[N:10]=[CH:9][N:8]=2)=[C:4]([F:37])[CH:3]=1.